This data is from Peptide-MHC class I binding affinity with 185,985 pairs from IEDB/IMGT. The task is: Regression. Given a peptide amino acid sequence and an MHC pseudo amino acid sequence, predict their binding affinity value. This is MHC class I binding data. (1) The peptide sequence is RPRHQGVMV. The MHC is HLA-B07:02 with pseudo-sequence HLA-B07:02. The binding affinity (normalized) is 0.635. (2) The peptide sequence is TLENERGEL. The MHC is HLA-A02:01 with pseudo-sequence HLA-A02:01. The binding affinity (normalized) is 0.0517.